This data is from Forward reaction prediction with 1.9M reactions from USPTO patents (1976-2016). The task is: Predict the product of the given reaction. (1) The product is: [Cl:1][C:2]1[CH:7]=[CH:6][C:5]([C:8]2[C:14]3[CH:15]=[CH:16][CH:17]=[CH:18][C:13]=3[N:12]3[C:19]([CH3:22])=[N:20][N:21]=[C:11]3[CH:10]([CH2:23][C:24]([N:61]3[CH2:62][CH2:63][S:59](=[O:64])(=[O:58])[CH2:60]3)=[O:25])[CH:9]=2)=[CH:4][CH:3]=1. Given the reactants [Cl:1][C:2]1[CH:7]=[CH:6][C:5]([C:8]2[C:14]3[CH:15]=[CH:16][CH:17]=[CH:18][C:13]=3[N:12]3[C:19]([CH3:22])=[N:20][N:21]=[C:11]3[CH:10]([CH2:23][C:24](O)=[O:25])[CH:9]=2)=[CH:4][CH:3]=1.CN(C(ON1N=NC2C=CC=NC1=2)=[N+](C)C)C.F[P-](F)(F)(F)(F)F.C(N(CC)CC)C.[O:58]=[S:59]1(=[O:64])[CH2:63][CH2:62][NH:61][CH2:60]1, predict the reaction product. (2) Given the reactants [CH3:1][O:2][C:3](=[O:23])[C:4]1[CH:9]=[CH:8][C:7]([CH:10]([NH:15][C:16]([O:18][C:19]([CH3:22])([CH3:21])[CH3:20])=[O:17])[CH2:11][C:12]([OH:14])=[O:13])=[CH:6][CH:5]=1.C([O-])([O-])=O.[K+].[K+].[C:30](Br)([CH3:33])([CH3:32])[CH3:31], predict the reaction product. The product is: [CH3:1][O:2][C:3](=[O:23])[C:4]1[CH:5]=[CH:6][C:7]([CH:10]([NH:15][C:16]([O:18][C:19]([CH3:20])([CH3:22])[CH3:21])=[O:17])[CH2:11][C:12]([O:14][C:30]([CH3:33])([CH3:32])[CH3:31])=[O:13])=[CH:8][CH:9]=1. (3) Given the reactants [Br:1][C:2]1[CH:11]=[C:10]2[C:5]([C:6](Cl)=[C:7]([C:12]([O:14]CC)=[O:13])[CH:8]=[N:9]2)=[CH:4][CH:3]=1.[OH-].[Na+].[NH2:20][C:21]1[CH:22]=[C:23]([C:31]([O:33][CH3:34])=[O:32])[CH:24]=[C:25]([C:27]([O:29][CH3:30])=[O:28])[CH:26]=1.C(O)(=O)C, predict the reaction product. The product is: [CH3:34][O:33][C:31]([C:23]1[CH:22]=[C:21]([NH:20][C:6]2[C:5]3[C:10](=[CH:11][C:2]([Br:1])=[CH:3][CH:4]=3)[N:9]=[CH:8][C:7]=2[C:12]([OH:14])=[O:13])[CH:26]=[C:25]([C:27]([O:29][CH3:30])=[O:28])[CH:24]=1)=[O:32]. (4) Given the reactants [O:1]=[C:2]1[C:6]2([CH2:11][CH2:10][N:9]([CH2:12][CH2:13][CH2:14][C:15](=[O:22])[C:16]3[CH:21]=[CH:20][CH:19]=[CH:18][CH:17]=3)[CH2:8][CH2:7]2)[N:5]([C:23]2[CH:28]=[CH:27][CH:26]=[CH:25][CH:24]=2)[CH2:4][N:3]1[CH2:29][C:30]1[CH:31]=[C:32]([CH:40]=[CH:41][CH:42]=1)[C:33]([O:35]C(C)(C)C)=[O:34].Cl, predict the reaction product. The product is: [O:1]=[C:2]1[C:6]2([CH2:7][CH2:8][N:9]([CH2:12][CH2:13][CH2:14][C:15](=[O:22])[C:16]3[CH:17]=[CH:18][CH:19]=[CH:20][CH:21]=3)[CH2:10][CH2:11]2)[N:5]([C:23]2[CH:24]=[CH:25][CH:26]=[CH:27][CH:28]=2)[CH2:4][N:3]1[CH2:29][C:30]1[CH:31]=[C:32]([CH:40]=[CH:41][CH:42]=1)[C:33]([OH:35])=[O:34]. (5) Given the reactants [F:1][C:2]1[CH:20]=[CH:19][CH:18]=[C:17]([F:21])[C:3]=1[C:4]([NH:6][C:7]1[CH:8]=[N:9][C:10]2[C:15]([CH:16]=1)=[N:14][CH:13]=[CH:12][CH:11]=2)=[O:5], predict the reaction product. The product is: [F:1][C:2]1[CH:20]=[CH:19][CH:18]=[C:17]([F:21])[C:3]=1[C:4]([NH:6][C:7]1[CH:8]=[N:9][C:10]2[CH2:11][CH2:12][CH2:13][NH:14][C:15]=2[CH:16]=1)=[O:5]. (6) Given the reactants Cl[C:2]1[C:11]([CH:12]=[O:13])=[CH:10][C:9]2[C:4](=[C:5]([CH3:14])[CH:6]=[CH:7][CH:8]=2)[N:3]=1.Cl.[O:16]1CCOCC1, predict the reaction product. The product is: [CH3:14][C:5]1[CH:6]=[CH:7][CH:8]=[C:9]2[C:4]=1[NH:3][C:2](=[O:16])[C:11]([CH:12]=[O:13])=[CH:10]2. (7) Given the reactants [NH2:1][C@H:2]1[CH2:7][CH2:6][C@H:5]([NH:8][C:9]([C:11]2[C:15]3[N:16]=[CH:17][N:18]=[C:19]([C:20]4[C:28]5[O:27][CH2:26][O:25][C:24]=5[CH:23]=[CH:22][C:21]=4[O:29][CH2:30][CH2:31][O:32][CH3:33])[C:14]=3[NH:13][CH:12]=2)=[O:10])[CH2:4][CH2:3]1.[C:34](Cl)(=[O:36])[CH3:35], predict the reaction product. The product is: [C:34]([NH:1][C@H:2]1[CH2:3][CH2:4][C@H:5]([NH:8][C:9]([C:11]2[C:15]3[N:16]=[CH:17][N:18]=[C:19]([C:20]4[C:28]5[O:27][CH2:26][O:25][C:24]=5[CH:23]=[CH:22][C:21]=4[O:29][CH2:30][CH2:31][O:32][CH3:33])[C:14]=3[NH:13][CH:12]=2)=[O:10])[CH2:6][CH2:7]1)(=[O:36])[CH3:35]. (8) Given the reactants [Br:1][C:2]1[S:6][C:5]([CH2:7][OH:8])=[C:4]([C:9]2[CH:14]=[CH:13][C:12]([Cl:15])=[CH:11][CH:10]=2)[CH:3]=1.CC1C=CC(S([O-])(=O)=O)=CC=1.C1C=C[NH+]=CC=1.[O:33]1[CH:38]=[CH:37][CH2:36][CH2:35][CH2:34]1, predict the reaction product. The product is: [Br:1][C:2]1[S:6][C:5]([CH2:7][O:8][CH:34]2[CH2:35][CH2:36][CH2:37][CH2:38][O:33]2)=[C:4]([C:9]2[CH:14]=[CH:13][C:12]([Cl:15])=[CH:11][CH:10]=2)[CH:3]=1.